This data is from Forward reaction prediction with 1.9M reactions from USPTO patents (1976-2016). The task is: Predict the product of the given reaction. Given the reactants [CH:1]1[C:13]2[NH:12][C:11]3[C:6](=[CH:7][CH:8]=[CH:9][CH:10]=3)[C:5]=2[CH:4]=[CH:3][CH:2]=1.[H-].[Na+].[H][H].[CH3:18][O:19][C:20](=[O:30])[C:21]1[CH:26]=[CH:25][C:24]([CH2:27][CH2:28]Br)=[CH:23][CH:22]=1, predict the reaction product. The product is: [CH3:18][O:19][C:20](=[O:30])[C:21]1[CH:26]=[CH:25][C:24]([CH2:27][CH2:28][N:12]2[C:11]3[CH:10]=[CH:9][CH:8]=[CH:7][C:6]=3[C:5]3[C:13]2=[CH:1][CH:2]=[CH:3][CH:4]=3)=[CH:23][CH:22]=1.